Dataset: Peptide-MHC class II binding affinity with 134,281 pairs from IEDB. Task: Regression. Given a peptide amino acid sequence and an MHC pseudo amino acid sequence, predict their binding affinity value. This is MHC class II binding data. (1) The peptide sequence is EVDMTPADAL. The MHC is HLA-DQA10102-DQB10602 with pseudo-sequence HLA-DQA10102-DQB10602. The binding affinity (normalized) is 0. (2) The peptide sequence is NKFVSPKSVSGTFVA. The MHC is DRB1_0301 with pseudo-sequence DRB1_0301. The binding affinity (normalized) is 0.254.